This data is from Forward reaction prediction with 1.9M reactions from USPTO patents (1976-2016). The task is: Predict the product of the given reaction. (1) Given the reactants [C:1]([C:3]1[CH:8]=[CH:7][C:6]([C:9]2[CH:10]=[N:11][N:12]([CH2:22][C:23]([NH:25][CH2:26][CH2:27]Br)=[O:24])[C:13]=2[C:14]2[CH:19]=[CH:18][C:17]([C:20]#[N:21])=[CH:16][CH:15]=2)=[CH:5][CH:4]=1)#[N:2].[CH2:29]([NH:31][C:32]([N:34]1[CH2:41][CH:40]2[CH2:42][CH:36]([CH2:37][NH:38][CH2:39]2)[CH2:35]1)=[O:33])[CH3:30].C([O-])([O-])=O.[K+].[K+], predict the reaction product. The product is: [C:1]([C:3]1[CH:8]=[CH:7][C:6]([C:9]2[CH:10]=[N:11][N:12]([CH2:22][C:23]([NH:25][CH2:26][CH2:27][N:38]3[CH2:37][CH:36]4[CH2:42][CH:40]([CH2:41][N:34]([C:32]([NH:31][CH2:29][CH3:30])=[O:33])[CH2:35]4)[CH2:39]3)=[O:24])[C:13]=2[C:14]2[CH:19]=[CH:18][C:17]([C:20]#[N:21])=[CH:16][CH:15]=2)=[CH:5][CH:4]=1)#[N:2]. (2) Given the reactants [OH:1][C:2]1[CH:9]=[CH:8][CH:7]=[CH:6][C:3]=1[C:4]#[N:5].C(=O)([O-])[O-].[K+].[K+].Cl[C:17]1[N:22]=[CH:21][N:20]=[C:19]([O:23][C:24]2[CH:29]=[CH:28][CH:27]=[CH:26][C:25]=2/[C:30](=[CH:35]\[O:36][CH3:37])/[C:31]([O:33][CH3:34])=[O:32])[CH:18]=1.C(=O)=O, predict the reaction product. The product is: [CH3:37][O:36]/[CH:35]=[C:30](/[C:31]([O:33][CH3:34])=[O:32])\[C:25]1[C:24]([O:23][C:19]2[CH:18]=[C:17]([O:1][C:2]3[C:3]([C:4]#[N:5])=[CH:6][CH:7]=[CH:8][CH:9]=3)[N:22]=[CH:21][N:20]=2)=[CH:29][CH:28]=[CH:27][CH:26]=1. (3) Given the reactants [CH2:1]([N:8]1[CH2:12][CH:11]([C:13]2[CH:18]=[CH:17][C:16]([Cl:19])=[CH:15][CH:14]=2)[C:10]([CH2:21][OH:22])([CH3:20])[CH2:9]1)[C:2]1[CH:7]=[CH:6][CH:5]=[CH:4][CH:3]=1.[H-].[Na+].Br[C:26]1[CH:31]=[CH:30][C:29]([Cl:32])=[CH:28][N:27]=1, predict the reaction product. The product is: [CH2:1]([N:8]1[CH2:12][CH:11]([C:13]2[CH:14]=[CH:15][C:16]([Cl:19])=[CH:17][CH:18]=2)[C:10]([CH2:21][O:22][C:26]2[CH:31]=[CH:30][C:29]([Cl:32])=[CH:28][N:27]=2)([CH3:20])[CH2:9]1)[C:2]1[CH:3]=[CH:4][CH:5]=[CH:6][CH:7]=1. (4) Given the reactants C([N-][CH:5]([CH3:7])[CH3:6])(C)C.[Li+].[CH2:9]1[CH2:13]O[CH2:11][CH2:10]1.CC[O:16][CH2:17][CH3:18].C([O:21][CH3:22])=O.C([O-])([O-])=[O:24].[K+].[K+].[CH2:29]1[CH2:33]O[CH2:31][CH2:30]1, predict the reaction product. The product is: [CH2:10]([C@:9]12[CH2:13][CH:18]([CH:22]=[O:21])[C:17](=[O:16])[CH:33]=[C:29]1[CH2:30][CH2:31][C@:7]2([C:5]#[CH:6])[OH:24])[CH3:11]. (5) Given the reactants C1(C2SC(C(N)C)=CC=2)C=CC=CC=1.Cl.O1CCOCC1.[C:22]1([C:28]2[S:32][C:31]([CH:33]([NH:35][S:36]([CH2:38][CH:39]([CH3:41])[CH3:40])=[O:37])C)=[CH:30][CH:29]=2)[CH:27]=[CH:26][CH:25]=[CH:24][CH:23]=1, predict the reaction product. The product is: [C:22]1([C:28]2[S:32][C:31]([CH:33]=[N:35][S:36]([CH2:38][CH:39]([CH3:41])[CH3:40])=[O:37])=[CH:30][CH:29]=2)[CH:23]=[CH:24][CH:25]=[CH:26][CH:27]=1. (6) Given the reactants [NH2:1][C:2]1[CH:7]=[CH:6][C:5]([Br:8])=[CH:4][C:3]=1[NH:9][C:10]1[CH:15]=[CH:14][N:13]=[C:12]([NH2:16])[N:11]=1.[C:17](OC)(OC)(OC)[CH3:18].CC1C=CC(S(O)(=O)=O)=CC=1.C([O-])(O)=O.[Na+], predict the reaction product. The product is: [Br:8][C:5]1[CH:6]=[CH:7][C:2]2[N:1]=[C:17]([CH3:18])[N:9]([C:10]3[CH:15]=[CH:14][N:13]=[C:12]([NH2:16])[N:11]=3)[C:3]=2[CH:4]=1.